From a dataset of NCI-60 drug combinations with 297,098 pairs across 59 cell lines. Regression. Given two drug SMILES strings and cell line genomic features, predict the synergy score measuring deviation from expected non-interaction effect. (1) Drug 1: CS(=O)(=O)CCNCC1=CC=C(O1)C2=CC3=C(C=C2)N=CN=C3NC4=CC(=C(C=C4)OCC5=CC(=CC=C5)F)Cl. Drug 2: CC1=C(N=C(N=C1N)C(CC(=O)N)NCC(C(=O)N)N)C(=O)NC(C(C2=CN=CN2)OC3C(C(C(C(O3)CO)O)O)OC4C(C(C(C(O4)CO)O)OC(=O)N)O)C(=O)NC(C)C(C(C)C(=O)NC(C(C)O)C(=O)NCCC5=NC(=CS5)C6=NC(=CS6)C(=O)NCCC[S+](C)C)O. Cell line: OVCAR3. Synergy scores: CSS=8.42, Synergy_ZIP=-3.14, Synergy_Bliss=-2.08, Synergy_Loewe=-12.6, Synergy_HSA=-2.91. (2) Drug 2: CC1=C2C(C(=O)C3(C(CC4C(C3C(C(C2(C)C)(CC1OC(=O)C(C(C5=CC=CC=C5)NC(=O)OC(C)(C)C)O)O)OC(=O)C6=CC=CC=C6)(CO4)OC(=O)C)O)C)O. Synergy scores: CSS=40.2, Synergy_ZIP=0.123, Synergy_Bliss=-0.142, Synergy_Loewe=0.135, Synergy_HSA=3.36. Drug 1: CCC1=CC2CC(C3=C(CN(C2)C1)C4=CC=CC=C4N3)(C5=C(C=C6C(=C5)C78CCN9C7C(C=CC9)(C(C(C8N6C)(C(=O)OC)O)OC(=O)C)CC)OC)C(=O)OC.C(C(C(=O)O)O)(C(=O)O)O. Cell line: SK-MEL-28. (3) Drug 1: C1CC(C1)(C(=O)O)C(=O)O.[NH2-].[NH2-].[Pt+2]. Drug 2: C1C(C(OC1N2C=NC3=C2NC=NCC3O)CO)O. Cell line: SW-620. Synergy scores: CSS=14.1, Synergy_ZIP=-4.94, Synergy_Bliss=-2.73, Synergy_Loewe=-1.29, Synergy_HSA=-1.29. (4) Drug 1: C1C(C(OC1N2C=NC3=C(N=C(N=C32)Cl)N)CO)O. Drug 2: C1CN(CCN1C(=O)CCBr)C(=O)CCBr. Cell line: K-562. Synergy scores: CSS=37.7, Synergy_ZIP=-4.86, Synergy_Bliss=-5.65, Synergy_Loewe=-15.0, Synergy_HSA=-1.36. (5) Drug 1: C1=C(C(=O)NC(=O)N1)N(CCCl)CCCl. Drug 2: CC12CCC3C(C1CCC2O)C(CC4=C3C=CC(=C4)O)CCCCCCCCCS(=O)CCCC(C(F)(F)F)(F)F. Cell line: SN12C. Synergy scores: CSS=44.4, Synergy_ZIP=1.21, Synergy_Bliss=3.05, Synergy_Loewe=4.06, Synergy_HSA=4.26.